Dataset: CYP1A2 inhibition data for predicting drug metabolism from PubChem BioAssay. Task: Regression/Classification. Given a drug SMILES string, predict its absorption, distribution, metabolism, or excretion properties. Task type varies by dataset: regression for continuous measurements (e.g., permeability, clearance, half-life) or binary classification for categorical outcomes (e.g., BBB penetration, CYP inhibition). Dataset: cyp1a2_veith. The compound is Cc1nc2cnc(N3CCN(C)CC3)nc2n(Cc2cccs2)c1=O. The result is 1 (inhibitor).